Dataset: Catalyst prediction with 721,799 reactions and 888 catalyst types from USPTO. Task: Predict which catalyst facilitates the given reaction. (1) Reactant: [CH:1](N(C(C)C)CC)([CH3:3])[CH3:2].[CH2:10]([Li])CCC.[C:15]1([CH2:21][C:22]([OH:24])=[O:23])[CH:20]=[CH:19][CH:18]=[CH:17][CH:16]=1.C(Br)C#C.C1(C)C=CC=CC=1.Cl. Product: [CH3:10][O:23][C:22](=[O:24])[CH:21]([C:15]1[CH:20]=[CH:19][CH:18]=[CH:17][CH:16]=1)[CH2:3][C:1]#[CH:2]. The catalyst class is: 54. (2) Reactant: [CH3:1][C:2]1([C:26]([OH:28])=[O:27])[O:7][CH2:6][CH:5]([CH2:8][CH2:9][CH2:10][CH2:11][O:12][N:13]=[C:14]([C:16]2[CH:25]=[CH:24][C:23]3[C:18](=[CH:19][CH:20]=[CH:21][CH:22]=3)[CH:17]=2)[CH3:15])[CH2:4][O:3]1.[CH2:29](Br)[CH2:30][CH2:31][CH2:32][CH2:33][CH2:34][CH2:35][CH3:36].C(=O)([O-])[O-].[K+].[K+]. Product: [CH2:29]([O:27][C:26]([C:2]1([CH3:1])[O:3][CH2:4][CH:5]([CH2:8][CH2:9][CH2:10][CH2:11][O:12][N:13]=[C:14]([C:16]2[CH:25]=[CH:24][C:23]3[C:18](=[CH:19][CH:20]=[CH:21][CH:22]=3)[CH:17]=2)[CH3:15])[CH2:6][O:7]1)=[O:28])[CH2:30][CH2:31][CH2:32][CH2:33][CH2:34][CH2:35][CH3:36]. The catalyst class is: 9. (3) Reactant: [Cl:1][C:2]1[CH:3]=[C:4]([CH:18]=[CH:19][C:20]=1[Cl:21])[CH2:5][N:6]1[CH2:11][CH2:10][O:9][C@@H:8]([CH2:12][NH:13][C:14](=[O:17])[CH2:15][Cl:16])[CH2:7]1.C(OCC)(=O)C.Cl.C(O)C. Product: [ClH:1].[Cl:1][C:2]1[CH:3]=[C:4]([CH:18]=[CH:19][C:20]=1[Cl:21])[CH2:5][N:6]1[CH2:11][CH2:10][O:9][C@@H:8]([CH2:12][NH:13][C:14](=[O:17])[CH2:15][Cl:16])[CH2:7]1. The catalyst class is: 13. (4) Reactant: [NH2:1][C:2]1[CH:7]=[CH:6][C:5]([Cl:8])=[CH:4][C:3]=1[C:9]1[N:14]=[CH:13][N:12]=[C:11]([NH:15][CH2:16][C:17]2[CH:22]=[CH:21][CH:20]=[C:19]([C:23]([F:26])([F:25])[F:24])[CH:18]=2)[CH:10]=1.[CH2:27]([N:29]([CH2:44][CH3:45])[CH2:30][CH2:31][N:32]([CH2:34][C:35]1[CH:36]=[C:37]([CH:41]=[CH:42][CH:43]=1)[C:38](O)=[O:39])[CH3:33])[CH3:28].CN(C(ON1N=NC2C=CC=NC1=2)=[N+](C)C)C.F[P-](F)(F)(F)(F)F.C(N(CC)C(C)C)(C)C. Product: [Cl:8][C:5]1[CH:6]=[CH:7][C:2]([NH:1][C:38](=[O:39])[C:37]2[CH:41]=[CH:42][CH:43]=[C:35]([CH2:34][N:32]([CH2:31][CH2:30][N:29]([CH2:44][CH3:45])[CH2:27][CH3:28])[CH3:33])[CH:36]=2)=[C:3]([C:9]2[CH:10]=[C:11]([NH:15][CH2:16][C:17]3[CH:22]=[CH:21][CH:20]=[C:19]([C:23]([F:25])([F:24])[F:26])[CH:18]=3)[N:12]=[CH:13][N:14]=2)[CH:4]=1. The catalyst class is: 9. (5) Reactant: FC(F)(F)C(O)=O.[Cl:8][C:9]1[CH:14]=[CH:13][C:12]([C:15]2([C:35]#[N:36])[CH:19]([CH2:20][C:21]([CH3:24])([CH3:23])[CH3:22])[NH:18][CH:17]([C:25]([OH:27])=O)[CH:16]2[C:28]2[CH:33]=[CH:32][CH:31]=[C:30]([F:34])[CH:29]=2)=[C:11]([F:37])[CH:10]=1.CC1(C)[O:43][C@@H:42]([CH2:44][CH2:45][NH2:46])[CH2:41][O:40]1.CN(C(ON1N=NC2C=CC=NC1=2)=[N+](C)C)C.F[P-](F)(F)(F)(F)F.CCN(C(C)C)C(C)C.Cl. Product: [OH:43][C@H:42]([CH2:41][OH:40])[CH2:44][CH2:45][NH:46][C:25]([CH:17]1[CH:16]([C:28]2[CH:33]=[CH:32][CH:31]=[C:30]([F:34])[CH:29]=2)[C:15]([C:12]2[CH:13]=[CH:14][C:9]([Cl:8])=[CH:10][C:11]=2[F:37])([C:35]#[N:36])[CH:19]([CH2:20][C:21]([CH3:24])([CH3:23])[CH3:22])[NH:18]1)=[O:27]. The catalyst class is: 539. (6) Product: [O:38]1[CH2:39][CH2:40][N:35]([CH2:34][CH2:33][CH2:32][O:1][C:2]2[CH:11]=[C:10]3[C:5]([CH:6]=[N:7][CH:8]=[N:9]3)=[CH:4][CH:3]=2)[CH2:36][CH2:37]1. Reactant: [OH:1][C:2]1[CH:11]=[C:10]2[C:5]([C:6](OC3C=C4C(=CC=3)NC=C4C)=[N:7][CH:8]=[N:9]2)=[CH:4][C:3]=1OC.C(=O)([O-])[O-].[K+].[K+].Cl[CH2:32][CH2:33][CH2:34][N:35]1[CH2:40][CH2:39][O:38][CH2:37][CH2:36]1. The catalyst class is: 3. (7) Reactant: [F:1][C:2]1[CH:3]=[C:4]([CH:14]=[C:15]([F:17])[CH:16]=1)[C:5]([CH3:13])([CH3:12])[C@@H:6]([C:9]([OH:11])=[O:10])[NH:7][CH3:8].F[P-](F)(F)(F)(F)F.N1(O[P+](N2CCCC2)(N2CCCC2)N2CCCC2)C2C=CC=CC=2N=N1.C(N(C(C)C)CC)(C)C.Cl.[CH3:61]/[C:62](=[CH:68]\[C@@H:69]([N:73]([CH3:82])[C:74](=[O:81])[C@H:75]([C:77]([CH3:80])([CH3:79])[CH3:78])[NH2:76])[CH:70]([CH3:72])[CH3:71])/[C:63]([O:65][CH2:66][CH3:67])=[O:64]. Product: [F:17][C:15]1[CH:14]=[C:4]([CH:3]=[C:2]([F:1])[CH:16]=1)[C:5]([CH3:13])([CH3:12])[C@@H:6]([C:9]([NH:76][C@H:75]([C:74]([N:73]([C@@H:69]([CH:70]([CH3:71])[CH3:72])/[CH:68]=[C:62](\[CH3:61])/[C:63]([O:65][CH2:66][CH3:67])=[O:64])[CH3:82])=[O:81])[C:77]([CH3:79])([CH3:80])[CH3:78])=[O:11])[NH:7][CH3:8].[F:1][C:2]1[CH:3]=[C:4]([CH:14]=[C:15]([F:17])[CH:16]=1)[C:5]([CH3:13])([CH3:12])[C@H:6]([C:9]([NH:76][C@H:75]([C:74]([N:73]([C@@H:69]([CH:70]([CH3:72])[CH3:71])/[CH:68]=[C:62](\[CH3:61])/[C:63]([O:65][CH2:66][CH3:67])=[O:64])[CH3:82])=[O:81])[C:77]([CH3:79])([CH3:78])[CH3:80])=[O:10])[NH:7][CH3:8]. The catalyst class is: 96. (8) Reactant: [H-].[H-].[H-].[H-].[Li+].[Al+3].[Br:7][C:8]1[CH:13]=[CH:12][C:11]([CH2:14][CH2:15][C:16](O)=[O:17])=[CH:10][CH:9]=1. Product: [Br:7][C:8]1[CH:9]=[CH:10][C:11]([CH2:14][CH2:15][CH2:16][OH:17])=[CH:12][CH:13]=1. The catalyst class is: 1.